Predict the reactants needed to synthesize the given product. From a dataset of Full USPTO retrosynthesis dataset with 1.9M reactions from patents (1976-2016). (1) Given the product [CH3:14][O:15][C:16]1[N:21]=[C:20]([CH2:22][NH:23][CH2:1][C:3]2[N:8]=[C:7]([CH3:9])[CH:6]=[C:5]([C:10]([O:12][CH3:13])=[O:11])[CH:4]=2)[C:19]([O:24][CH2:25][CH2:26][C:27]2[CH:32]=[CH:31][CH:30]=[CH:29][CH:28]=2)=[CH:18][CH:17]=1, predict the reactants needed to synthesize it. The reactants are: [CH:1]([C:3]1[N:8]=[C:7]([CH3:9])[CH:6]=[C:5]([C:10]([O:12][CH3:13])=[O:11])[CH:4]=1)=O.[CH3:14][O:15][C:16]1[N:21]=[C:20]([CH2:22][NH2:23])[C:19]([O:24][CH2:25][CH2:26][C:27]2[CH:32]=[CH:31][CH:30]=[CH:29][CH:28]=2)=[CH:18][CH:17]=1. (2) Given the product [O:42]=[C:38]1[NH:39][CH2:40][CH2:41][N:36]([CH2:35][C:32]2[CH:31]=[CH:30][C:29]([NH:28][C:4]([C:6]3[C:7]4[N:8]=[CH:9][CH:10]=[N:11][C:12]=4[C:13]([C:16]4[C:21]([F:22])=[C:20]([O:23][CH3:24])[CH:19]=[C:18]([O:25][CH3:26])[C:17]=4[Cl:27])=[CH:14][CH:15]=3)=[O:5])=[N:34][CH:33]=2)[CH2:37]1, predict the reactants needed to synthesize it. The reactants are: C(O[C:4]([C:6]1[C:7]2[N:8]=[CH:9][CH:10]=[N:11][C:12]=2[C:13]([C:16]2[C:21]([F:22])=[C:20]([O:23][CH3:24])[CH:19]=[C:18]([O:25][CH3:26])[C:17]=2[Cl:27])=[CH:14][CH:15]=1)=[O:5])C.[NH2:28][C:29]1[N:34]=[CH:33][C:32]([CH2:35][N:36]2[CH2:41][CH2:40][NH:39][C:38](=[O:42])[CH2:37]2)=[CH:31][CH:30]=1.C[Al](C)C.C([O-])(O)=O.[Na+]. (3) Given the product [OH:1][C@@:2]1([C:9]#[C:10][C:11]2[CH:12]=[C:13]([C:17]3[N:18]=[C:19]([C:26]([NH2:29])=[O:28])[C:20]4[S:25][CH:24]=[CH:23][C:21]=4[N:22]=3)[CH:14]=[CH:15][CH:16]=2)[CH2:6][CH2:5][N:4]([CH3:7])[C:3]1=[O:8], predict the reactants needed to synthesize it. The reactants are: [OH:1][C@@:2]1([C:9]#[C:10][C:11]2[CH:12]=[C:13]([C:17]3[N:18]=[C:19]([C:26]([O-:28])=O)[C:20]4[S:25][CH:24]=[CH:23][C:21]=4[N:22]=3)[CH:14]=[CH:15][CH:16]=2)[CH2:6][CH2:5][N:4]([CH3:7])[C:3]1=[O:8].[NH3:29].